Dataset: Forward reaction prediction with 1.9M reactions from USPTO patents (1976-2016). Task: Predict the product of the given reaction. (1) Given the reactants C([Li])C[CH2:3][CH3:4].[I:6]I.C[Si](C)(C)[N-][Si](C)(C)C.[Na+].[CH2:18]([O:20][C:21]([C@@H:23]([O:28][Si:29]([C:32]([CH3:35])([CH3:34])[CH3:33])([CH3:31])[CH3:30])[C@H:24]([CH3:27])[CH:25]=O)=[CH2:22])[CH3:19], predict the reaction product. The product is: [CH2:18]([O:20][C:21]([C@@H:23]([O:28][Si:29]([C:32]([CH3:35])([CH3:34])[CH3:33])([CH3:31])[CH3:30])[C@@H:24]([CH3:27])/[CH:25]=[C:3](\[I:6])/[CH3:4])=[CH2:22])[CH3:19]. (2) Given the reactants [CH3:1][N:2]1[C:10]2[C:5](=[CH:6][CH:7]=[CH:8][CH:9]=2)[C:4]([NH2:11])=[N:3]1.[CH2:12]([N:14]([CH2:17][CH3:18])[CH2:15][CH3:16])[CH3:13].[OH-].[Na+].[ClH:21].[CH2:22]([OH:24])[CH3:23], predict the reaction product. The product is: [ClH:21].[CH3:1][N:2]1[C:10]2[C:5](=[CH:6][CH:7]=[CH:8][CH:9]=2)[C:4]([NH:11][C:22]([CH:23]2[CH2:16][CH2:15][N:14]([CH2:17][CH2:18][C:5]3[CH:10]=[CH:9][CH:8]=[CH:7][CH:6]=3)[CH2:12][CH2:13]2)=[O:24])=[N:3]1. (3) Given the reactants P(Br)(Br)([Br:3])=O.[Cl:6][C:7]1[CH:8]=[CH:9][C:10]([N:15]2[CH2:25][CH2:24][C:18]3[N:19]=[CH:20][N:21]=[C:22](O)[C:17]=3[CH2:16]2)=[C:11]([CH:14]=1)[C:12]#[N:13].CN(C)C1C=CC=CC=1.[OH-].[K+], predict the reaction product. The product is: [Br:3][C:22]1[C:17]2[CH2:16][N:15]([C:10]3[CH:9]=[CH:8][C:7]([Cl:6])=[CH:14][C:11]=3[C:12]#[N:13])[CH2:25][CH2:24][C:18]=2[N:19]=[CH:20][N:21]=1. (4) Given the reactants [CH3:1][C:2]1[CH:11]=[CH:10][C:9]2[N:8]=[CH:7][C:6]3[NH:12][C:13](=[O:26])[N:14]([C:15]4[CH:20]=[CH:19][C:18]([C:21]([CH3:25])([CH3:24])[C:22]#[N:23])=[CH:17][CH:16]=4)[C:5]=3[C:4]=2[CH:3]=1.C(N(CC)CC)C.[C:34]([C:37]1[CH:42]=[CH:41][C:40]([S:43](Cl)(=[O:45])=[O:44])=[CH:39][CH:38]=1)(=[O:36])[CH3:35].O, predict the reaction product. The product is: [C:34]([C:37]1[CH:38]=[CH:39][C:40]([S:43]([N:12]2[C:6]3[CH:7]=[N:8][C:9]4[CH:10]=[CH:11][C:2]([CH3:1])=[CH:3][C:4]=4[C:5]=3[N:14]([C:15]3[CH:16]=[CH:17][C:18]([C:21]([CH3:24])([CH3:25])[C:22]#[N:23])=[CH:19][CH:20]=3)[C:13]2=[O:26])(=[O:45])=[O:44])=[CH:41][CH:42]=1)(=[O:36])[CH3:35]. (5) Given the reactants Br[C:2]1[CH:7]=[C:6]([Br:8])[C:5]([F:9])=[CH:4][C:3]=1[F:10].[Li]CCCC.CN([CH:19]=[O:20])C.CCOC(C)=O, predict the reaction product. The product is: [Br:8][C:6]1[C:5]([F:9])=[CH:4][C:3]([F:10])=[C:2]([CH:7]=1)[CH:19]=[O:20]. (6) Given the reactants [CH3:1][O:2][C:3]1[CH:8]=[CH:7][C:6]([C:9]2[CH:10]=[C:11]3[C:16]4=[C:17]([C@@H:19]5[CH2:24][NH:23][CH2:22][CH2:21][C@@H:20]5[N:15]4[CH2:14][CH2:13][CH2:12]3)[CH:18]=2)=[C:5]([C:25]([F:28])([F:27])[F:26])[CH:4]=1.[C:29](O)(=O)[CH3:30], predict the reaction product. The product is: [CH2:29]([N:23]1[CH2:22][CH2:21][C@@H:20]2[N:15]3[C:16]4[C:11](=[CH:10][C:9]([C:6]5[CH:7]=[CH:8][C:3]([O:2][CH3:1])=[CH:4][C:5]=5[C:25]([F:28])([F:26])[F:27])=[CH:18][C:17]=4[C@@H:19]2[CH2:24]1)[CH2:12][CH2:13][CH2:14]3)[CH3:30].